Dataset: Catalyst prediction with 721,799 reactions and 888 catalyst types from USPTO. Task: Predict which catalyst facilitates the given reaction. (1) Reactant: [CH3:1][C:2]1[N:3]([CH2:31][C:32]([O:34]CC)=[O:33])[C:4]2[CH2:5][C:6]([CH3:30])([CH3:29])[CH2:7][CH2:8][C:9]=2[C:10]=1[S:11][C:12]1[CH:17]=[CH:16][CH:15]=[CH:14][C:13]=1[N:18]([CH3:28])[S:19]([C:22]1[CH:27]=[CH:26][CH:25]=[CH:24][CH:23]=1)(=[O:21])=[O:20].[OH-].[Na+]. Product: [CH3:1][C:2]1[N:3]([CH2:31][C:32]([OH:34])=[O:33])[C:4]2[CH2:5][C:6]([CH3:30])([CH3:29])[CH2:7][CH2:8][C:9]=2[C:10]=1[S:11][C:12]1[CH:17]=[CH:16][CH:15]=[CH:14][C:13]=1[N:18]([CH3:28])[S:19]([C:22]1[CH:27]=[CH:26][CH:25]=[CH:24][CH:23]=1)(=[O:21])=[O:20]. The catalyst class is: 20. (2) The catalyst class is: 9. Reactant: Cl.[NH2:2][C:3]1[N:4]=[C:5]2[C:14]3[C:8]([CH2:9][CH:10]([C:15]([OH:17])=O)[S:11][C:12]=3[N:13]=1)=[N:7][N:6]2[CH2:18][C:19]1[C:24]([CH3:25])=[C:23]([O:26][CH3:27])[C:22]([CH3:28])=[CH:21][N:20]=1.Cl.CN.O.O[N:34]1[C:38]2C=CC=CC=2N=N1.Cl.CN(C)CCCN=C=NCC.C(N(C(C)C)CC)(C)C.[OH-].[Na+]. Product: [NH2:2][C:3]1[N:4]=[C:5]2[C:14]3[C:8]([CH2:9][CH:10]([C:15]([NH:34][CH3:38])=[O:17])[S:11][C:12]=3[N:13]=1)=[N:7][N:6]2[CH2:18][C:19]1[C:24]([CH3:25])=[C:23]([O:26][CH3:27])[C:22]([CH3:28])=[CH:21][N:20]=1. (3) The catalyst class is: 20. Reactant: [C:1]([C:3]1[CH:4]=[CH:5][C:6]([O:13][CH3:14])=[C:7]([CH:12]=1)[C:8]([O:10]C)=[O:9])#[N:2].O.[OH-].[Li+].Cl. Product: [C:1]([C:3]1[CH:4]=[CH:5][C:6]([O:13][CH3:14])=[C:7]([CH:12]=1)[C:8]([OH:10])=[O:9])#[N:2].